This data is from Catalyst prediction with 721,799 reactions and 888 catalyst types from USPTO. The task is: Predict which catalyst facilitates the given reaction. Reactant: [CH3:1][C:2]([CH3:36])([CH3:35])[CH2:3][CH2:4][C@:5]1([CH3:34])[C:14]2[C:9](=[CH:10][CH:11]=[CH:12][CH:13]=2)[C:8]([OH:15])=[C:7]([C:16]2[NH:21][C:20]3[CH:22]=[CH:23][C:24]([NH:26][S:27]([CH3:30])(=[O:29])=[O:28])=[CH:25][C:19]=3[S:18](=[O:32])(=[O:31])[N:17]=2)[C:6]1=[O:33].[OH-].[K+:38]. Product: [CH3:1][C:2]([CH3:36])([CH3:35])[CH2:3][CH2:4][C@:5]1([CH3:34])[C:14]2[C:9](=[CH:10][CH:11]=[CH:12][CH:13]=2)[C:8]([O-:15])=[C:7]([C:16]2[NH:21][C:20]3[CH:22]=[CH:23][C:24]([NH:26][S:27]([CH3:30])(=[O:29])=[O:28])=[CH:25][C:19]=3[S:18](=[O:32])(=[O:31])[N:17]=2)[C:6]1=[O:33].[K+:38]. The catalyst class is: 40.